From a dataset of Forward reaction prediction with 1.9M reactions from USPTO patents (1976-2016). Predict the product of the given reaction. (1) Given the reactants C(N(P(N(C(C)C)C(C)C)(Cl)([O-])[O-])C(C)C)(C)C.[C:19]([NH:27][C:28]1[CH:64]=[CH:63][N:31]([C@@H:32]2[O:62][C@H:36]([CH2:37][O:38][C:39]([C:56]3[CH:61]=[CH:60][CH:59]=[CH:58][CH:57]=3)([C:48]3[CH:53]=[CH:52][C:51]([O:54][CH3:55])=[CH:50][CH:49]=3)[C:40]3[CH:45]=[CH:44][C:43]([O:46][CH3:47])=[CH:42][CH:41]=3)[C@@H:34]([OH:35])[CH2:33]2)[C:30](=[O:65])[N:29]=1)(=[O:26])[C:20]1[CH:25]=[CH:24][CH:23]=[CH:22][CH:21]=1.C(N(C(C)C)C(C)C)C.C(O[C@@H]1[C@@H](OC(=O)C)[C@@H](OC(=O)C)[C@@H](COC(=O)C)O[C@H]1OCCOCCO)(=O)C.N1C=NN=N1.C(NC1C=CN([C@@H]2O[C@H](COC(C3C=CC=CC=3)(C3C=CC(OC)=CC=3)C3C=CC(OC)=CC=3)[C@@H]([O:126][P:127]([N:159]([CH:163]([CH3:165])[CH3:164])[CH:160]([CH3:162])[CH3:161])([O:129][CH2:130][CH2:131][O:132][CH2:133][CH2:134][O:135][C@@H:136]3[O:153][C@H:152]([CH2:154][O:155][C:156](=[O:158])[CH3:157])[C@@H:147]([O:148][C:149](=[O:151])[CH3:150])[C@H:142]([O:143][C:144](=[O:146])[CH3:145])[C@H:137]3[O:138][C:139](=[O:141])[CH3:140])=O)C2)C(=O)N=1)(=O)C1C=CC=CC=1, predict the reaction product. The product is: [C:19]([NH:27][C:28]1[CH:64]=[CH:63][N:31]([C@@H:32]2[O:62][C@H:36]([CH2:37][O:38][C:39]([C:56]3[CH:61]=[CH:60][CH:59]=[CH:58][CH:57]=3)([C:40]3[CH:45]=[CH:44][C:43]([O:46][CH3:47])=[CH:42][CH:41]=3)[C:48]3[CH:53]=[CH:52][C:51]([O:54][CH3:55])=[CH:50][CH:49]=3)[C@@H:34]([O:35][P:127]([N:159]([CH:163]([CH3:165])[CH3:164])[CH:160]([CH3:161])[CH3:162])([O:129][CH2:130][CH2:131][O:132][CH2:133][CH2:134][O:135][C@@H:136]3[O:153][C@H:152]([CH2:154][O:155][C:156](=[O:158])[CH3:157])[C@H:147]([O:148][C:149](=[O:151])[CH3:150])[C@H:142]([O:143][C:144](=[O:146])[CH3:145])[C@H:137]3[O:138][C:139](=[O:141])[CH3:140])=[O:126])[CH2:33]2)[C:30](=[O:65])[N:29]=1)(=[O:26])[C:20]1[CH:25]=[CH:24][CH:23]=[CH:22][CH:21]=1. (2) Given the reactants [Cl:1][C:2]1[CH:3]=[C:4]([CH2:9][C:10]([O:12][CH3:13])=[O:11])[CH:5]=[CH:6][C:7]=1[OH:8].C([O-])([O-])=O.[K+].[K+].[Cl:20][C:21]1[CH:41]=[CH:40][C:24]([CH2:25][CH2:26][NH:27][C:28](=[O:39])[C:29]2[CH:34]=[CH:33][C:32](Cl)=[C:31]([N+:36]([O-:38])=[O:37])[CH:30]=2)=[CH:23][CH:22]=1, predict the reaction product. The product is: [Cl:20][C:21]1[CH:22]=[CH:23][C:24]([CH2:25][CH2:26][NH:27][C:28]([C:29]2[CH:34]=[CH:33][C:32]([O:8][C:7]3[CH:6]=[CH:5][C:4]([CH2:9][C:10]([O:12][CH3:13])=[O:11])=[CH:3][C:2]=3[Cl:1])=[C:31]([N+:36]([O-:38])=[O:37])[CH:30]=2)=[O:39])=[CH:40][CH:41]=1. (3) Given the reactants [CH2:1]([N:4]1[C:13]2[NH:12][C:11](=[O:14])[CH:10]=[CH:9][C:8]=2[CH:7]=[CH:6][C:5]1=[O:15])[CH:2]=[CH2:3].[CH3:16]C(C)([O-])C.[K+].C1COCC1.CI, predict the reaction product. The product is: [CH3:16][O:14][C:11]1[N:12]=[C:13]2[C:8]([CH:7]=[CH:6][C:5](=[O:15])[N:4]2[CH2:1][CH:2]=[CH2:3])=[CH:9][CH:10]=1. (4) Given the reactants [CH3:1][C:2]1[S:3][C:4]([C:7](Cl)=[O:8])=[CH:5][N:6]=1.[NH2:10][CH2:11][C:12]1[C:17]([C:18]([F:21])([F:20])[F:19])=[N:16][C:15]2[N:22]([CH2:25][CH3:26])[N:23]=[CH:24][C:14]=2[C:13]=1[NH:27][CH:28]1[CH2:33][CH2:32][O:31][CH2:30][CH2:29]1.C(N(C(C)C)CC)(C)C, predict the reaction product. The product is: [CH2:25]([N:22]1[C:15]2=[N:16][C:17]([C:18]([F:19])([F:20])[F:21])=[C:12]([CH2:11][NH:10][C:7]([C:4]3[S:3][C:2]([CH3:1])=[N:6][CH:5]=3)=[O:8])[C:13]([NH:27][CH:28]3[CH2:29][CH2:30][O:31][CH2:32][CH2:33]3)=[C:14]2[CH:24]=[N:23]1)[CH3:26]. (5) Given the reactants [CH2:1]([O:8][C:9]([N:11]([CH2:32][C:33]([N:35]1[CH2:39][C@@H:38]([F:40])[CH2:37][C@H:36]1[C:41]#[N:42])=[O:34])[C:12]12[CH2:19][CH2:18][C:15]([C:20](ON3C4C=CC=CC=4N=N3)=[O:21])([CH2:16][CH2:17]1)[CH2:14][CH2:13]2)=[O:10])[C:2]1[CH:7]=[CH:6][CH:5]=[CH:4][CH:3]=1.[F:43][C:44]1[CH:51]=[CH:50][C:47]([CH2:48][NH2:49])=[CH:46][CH:45]=1, predict the reaction product. The product is: [CH2:1]([O:8][C:9]([N:11]([CH2:32][C:33]([N:35]1[CH2:39][C@@H:38]([F:40])[CH2:37][C@H:36]1[C:41]#[N:42])=[O:34])[C:12]12[CH2:19][CH2:18][C:15]([C:20]([NH:49][CH2:48][C:47]3[CH:50]=[CH:51][C:44]([F:43])=[CH:45][CH:46]=3)=[O:21])([CH2:14][CH2:13]1)[CH2:16][CH2:17]2)=[O:10])[C:2]1[CH:7]=[CH:6][CH:5]=[CH:4][CH:3]=1.